Dataset: Full USPTO retrosynthesis dataset with 1.9M reactions from patents (1976-2016). Task: Predict the reactants needed to synthesize the given product. (1) Given the product [NH:1]1[C:9]2[C:4](=[CH:5][C:6]([NH:10][C:11]3[C:20]4[C:15](=[CH:16][CH:17]=[CH:18][CH:19]=4)[N:14]=[C:13]([C:21]4[CH:22]=[C:23]([CH:29]=[CH:30][CH:31]=4)[O:24][CH2:25][C:26]([N:34]([CH3:35])[CH3:33])=[O:28])[N:12]=3)=[CH:7][CH:8]=2)[CH:3]=[N:2]1, predict the reactants needed to synthesize it. The reactants are: [NH:1]1[C:9]2[C:4](=[CH:5][C:6]([NH:10][C:11]3[C:20]4[C:15](=[CH:16][CH:17]=[CH:18][CH:19]=4)[N:14]=[C:13]([C:21]4[CH:22]=[C:23]([CH:29]=[CH:30][CH:31]=4)[O:24][CH2:25][C:26]([OH:28])=O)[N:12]=3)=[CH:7][CH:8]=2)[CH:3]=[N:2]1.C[CH2:33][N:34](C(C)C)[CH:35](C)C.C1CN([P+](ON2N=NC3C=CC=CC2=3)(N2CCCC2)N2CCCC2)CC1.F[P-](F)(F)(F)(F)F.CNC. (2) The reactants are: C1(P(C2C=CC=CC=2)C2C=CC=CC=2)C=CC=CC=1.CC(OC(/N=N/C(OC(C)C)=O)=O)C.[CH3:34][C:35]1[CH:40]=[C:39]([CH2:41][CH2:42]O)[CH:38]=[CH:37][N:36]=1.[C:44]1(=[O:54])[NH:48][C:47](=[O:49])[C:46]2=[CH:50][CH:51]=[CH:52][CH:53]=[C:45]12. Given the product [CH3:34][C:35]1[CH:40]=[C:39]([CH2:41][CH2:42][N:48]2[C:44](=[O:54])[C:45]3[C:46](=[CH:50][CH:51]=[CH:52][CH:53]=3)[C:47]2=[O:49])[CH:38]=[CH:37][N:36]=1, predict the reactants needed to synthesize it. (3) Given the product [CH3:26][O:27][C:28]1[C:29](=[O:56])[C:30]([CH3:55])=[C:31]([CH2:37][C:38]2[C:39]([O:47][CH2:48][C:49]3[CH:50]=[CH:51][CH:52]=[CH:53][CH:54]=3)=[C:40]([CH:44]=[CH:45][CH:46]=2)[C:41]([NH:7][C:6]2[CH:8]=[CH:9][C:3]([O:2][CH3:1])=[CH:4][CH:5]=2)=[O:42])[C:32](=[O:36])[C:33]=1[O:34][CH3:35], predict the reactants needed to synthesize it. The reactants are: [CH3:1][O:2][C:3]1[CH:9]=[CH:8][C:6]([NH2:7])=[CH:5][CH:4]=1.C(N(CC)CC)C.[Cl-].ClC1N(C)CC[NH+]1C.[CH3:26][O:27][C:28]1[C:29](=[O:56])[C:30]([CH3:55])=[C:31]([CH2:37][C:38]2[C:39]([O:47][CH2:48][C:49]3[CH:54]=[CH:53][CH:52]=[CH:51][CH:50]=3)=[C:40]([CH:44]=[CH:45][CH:46]=2)[C:41](O)=[O:42])[C:32](=[O:36])[C:33]=1[O:34][CH3:35]. (4) Given the product [CH3:25][C:21]1[CH:22]=[CH:23][CH:24]=[C:4]2[C:5]=1[CH2:6][NH:7][C:8]([NH:10][C:11]1[CH:16]=[CH:15][CH:14]=[C:13]([C:17]([F:20])([F:19])[F:18])[CH:12]=1)=[N:3]2, predict the reactants needed to synthesize it. The reactants are: CI.[NH2:3][C:4]1[CH:24]=[CH:23][CH:22]=[C:21]([CH3:25])[C:5]=1[CH2:6][NH:7][C:8]([NH:10][C:11]1[CH:16]=[CH:15][CH:14]=[C:13]([C:17]([F:20])([F:19])[F:18])[CH:12]=1)=S. (5) Given the product [C:1]([O:5][C:6](=[O:25])[NH:7][CH2:8][CH2:9][CH2:10][CH2:11][C@H:12]([NH:17][C:18]([CH:20]1[CH2:24][CH2:23][CH2:22][CH2:21]1)=[O:19])[C:13](=[O:16])[CH2:14][O:36][C:28]1[C:29]([F:35])=[C:30]([F:34])[CH:31]=[C:32]([F:33])[C:27]=1[F:26])([CH3:4])([CH3:3])[CH3:2], predict the reactants needed to synthesize it. The reactants are: [C:1]([O:5][C:6](=[O:25])[NH:7][CH2:8][CH2:9][CH2:10][CH2:11][C@H:12]([NH:17][C:18]([CH:20]1[CH2:24][CH2:23][CH2:22][CH2:21]1)=[O:19])[C:13](=[O:16])[CH2:14]Br)([CH3:4])([CH3:3])[CH3:2].[F:26][C:27]1[C:32]([F:33])=[CH:31][C:30]([F:34])=[C:29]([F:35])[C:28]=1[OH:36].[F-].[K+]. (6) Given the product [F:23][C:24]1[CH:25]=[C:26]([NH:31][C:7]2[C:12]([CH3:13])=[C:11]([CH3:14])[N:10]=[C:9]([NH:15][CH2:16][C:17]3[CH:22]=[CH:21][CH:20]=[CH:19][N:18]=3)[N:8]=2)[CH:27]=[C:28]([F:30])[CH:29]=1, predict the reactants needed to synthesize it. The reactants are: C1(N[C:7]2[C:12]([CH3:13])=[C:11]([CH3:14])[N:10]=[C:9]([NH:15][CH2:16][C:17]3[CH:22]=[CH:21][CH:20]=[CH:19][N:18]=3)[N:8]=2)CCCC1.[F:23][C:24]1[CH:25]=[C:26]([NH2:31])[CH:27]=[C:28]([F:30])[CH:29]=1. (7) Given the product [C:1]([O:5][C:6]([N:8]1[CH2:12][CH2:11][C@H:10]([OH:13])[C@H:9]1[CH2:14][C:15]#[CH:17])=[O:7])([CH3:2])([CH3:3])[CH3:4], predict the reactants needed to synthesize it. The reactants are: [C:1]([O:5][C:6]([N:8]1[CH2:12][CH2:11][C@H:10]([OH:13])[C@H:9]1[CH2:14][CH:15]=O)=[O:7])([CH3:4])([CH3:3])[CH3:2].[C:17](OCC)(=O)C.